Dataset: Full USPTO retrosynthesis dataset with 1.9M reactions from patents (1976-2016). Task: Predict the reactants needed to synthesize the given product. (1) Given the product [C:52]([C@@:39]1([CH2:38][N:8]2[C:9]3[C:14](=[CH:13][C:12]([C:17]4[CH:18]=[N:19][C:20]([NH:32][C:33]([NH:35][CH2:36][CH3:37])=[O:34])=[CH:21][C:22]=4[C:23]4[S:24][CH:25]=[C:26]([C:28]([F:30])([F:29])[F:31])[N:27]=4)=[CH:11][CH:10]=3)[C:15](=[O:16])[C:6]([C:4]([O:3][CH2:1][CH3:2])=[O:5])=[CH:7]2)[CH2:44][O:43][CH2:42][CH2:41][N:40]1[C:45]([OH:47])=[O:46])([CH3:53])([CH3:56])[CH3:59], predict the reactants needed to synthesize it. The reactants are: [CH2:1]([O:3][C:4]([C:6]1[C:15](=[O:16])[C:14]2[C:9](=[CH:10][CH:11]=[C:12]([C:17]3[CH:18]=[N:19][C:20]([NH:32][C:33]([NH:35][CH2:36][CH3:37])=[O:34])=[CH:21][C:22]=3[C:23]3[S:24][CH:25]=[C:26]([C:28]([F:31])([F:30])[F:29])[N:27]=3)[CH:13]=2)[N:8]([CH2:38][C@@H:39]2[CH2:44][O:43][CH2:42][CH2:41][N:40]2[C:45]([O:47]C(C)(C)C)=[O:46])[CH:7]=1)=[O:5])[CH3:2].[CH2:52]1[CH2:56]OC[CH2:53]1.[Li+].[OH-].[CH3:59]O. (2) Given the product [CH3:1][O:2][C:3]([NH:5][N:6]=[C:13]([CH3:15])[CH3:12])=[O:4], predict the reactants needed to synthesize it. The reactants are: [CH3:1][O:2][C:3]([NH:5][NH2:6])=[O:4].C(O)(=O)C.O.[CH3:12][C:13]([CH3:15])=O. (3) Given the product [ClH:16].[CH2:1]([N:5]1[C:13]2[C:12](=[O:14])[N:11]([CH3:15])[C:10]([C:34]#[N:33])=[N:9][C:8]=2[N:7]=[C:6]1[N:17]1[CH2:22][CH2:21][CH2:20][CH:19]([NH:23][CH3:31])[CH2:18]1)[C:2]#[C:3][CH3:4], predict the reactants needed to synthesize it. The reactants are: [CH2:1]([N:5]1[C:13]2[C:12](=[O:14])[N:11]([CH3:15])[C:10]([Cl:16])=[N:9][C:8]=2[N:7]=[C:6]1[N:17]1[CH2:22][CH2:21][CH2:20][CH:19]([N:23]([CH3:31])C(=O)OC(C)(C)C)[CH2:18]1)[C:2]#[C:3][CH3:4].Cl.[NH2:33][CH:34]1CCCN(C2N(CC#CC)C3C(=O)N(CC4C=CC=CC=4C#N)C(C#N)=NC=3N=2)C1. (4) Given the product [C:1]([C:4]1[C:5](=[O:31])[C:6]([OH:23])=[C:7]2[C:12](=[O:13])[N:11]([CH2:14][C:15]3[CH:20]=[CH:19][C:18]([F:21])=[CH:17][CH:16]=3)[CH2:10][CH2:9][N:8]2[CH:22]=1)(=[O:3])[CH3:2], predict the reactants needed to synthesize it. The reactants are: [C:1]([C:4]1[C:5](=[O:31])[C:6]([O:23]CC2C=CC=CC=2)=[C:7]2[C:12](=[O:13])[N:11]([CH2:14][C:15]3[CH:20]=[CH:19][C:18]([F:21])=[CH:17][CH:16]=3)[CH2:10][CH2:9][N:8]2[CH:22]=1)(=[O:3])[CH3:2].Cl. (5) Given the product [NH2:9][CH2:8][C@@H:3]1[C@H:2]([CH3:1])[CH2:7][CH2:6][CH2:5][N:4]1[C:20]([C:19]1[CH:23]=[C:24]([CH3:27])[CH:25]=[CH:26][C:18]=1[Br:17])=[O:21], predict the reactants needed to synthesize it. The reactants are: [CH3:1][C@@H:2]1[CH2:7][CH2:6][CH2:5][NH:4][C@@H:3]1[CH2:8][NH:9]C(=O)OC(C)(C)C.[Br:17][C:18]1[CH:26]=[CH:25][C:24]([CH3:27])=[CH:23][C:19]=1[C:20](O)=[O:21].